Dataset: Full USPTO retrosynthesis dataset with 1.9M reactions from patents (1976-2016). Task: Predict the reactants needed to synthesize the given product. (1) Given the product [CH3:26][N:27]([C:20]([C:19]1[CH:18]=[CH:17][C:16]([NH:15][CH:4]([C:5]2[S:6][C:7]3[CH:14]=[CH:13][CH:12]=[CH:11][C:8]=3[C:9]=2[CH3:10])[CH2:3][CH:2]([CH3:25])[CH3:1])=[CH:24][CH:23]=1)=[O:21])[CH2:28][CH2:29][C:30]([OH:32])=[O:31], predict the reactants needed to synthesize it. The reactants are: [CH3:1][CH:2]([CH3:25])[CH2:3][CH:4]([NH:15][C:16]1[CH:24]=[CH:23][C:19]([C:20](O)=[O:21])=[CH:18][CH:17]=1)[C:5]1[S:6][C:7]2[CH:14]=[CH:13][CH:12]=[CH:11][C:8]=2[C:9]=1[CH3:10].[CH3:26][NH:27][CH2:28][CH2:29][C:30]([O:32]CC)=[O:31]. (2) Given the product [C:20]([CH:21]([O:18][C:3]1[CH:4]=[C:5]2[C:10](=[C:11]([F:12])[C:2]=1[F:1])[O:9][CH:8]([CH2:13][CH2:14][CH2:15][CH2:16][CH3:17])[CH2:7][CH2:6]2)[CH2:22][CH2:23][CH3:24])#[CH:19], predict the reactants needed to synthesize it. The reactants are: [F:1][C:2]1[C:11]([F:12])=[C:10]2[C:5]([CH2:6][CH2:7][CH:8]([CH2:13][CH2:14][CH2:15][CH2:16][CH3:17])[O:9]2)=[CH:4][C:3]=1[OH:18].[CH:19]#[C:20][CH:21](O)[CH2:22][CH2:23][CH3:24].C1(P(C2C=CC=CC=2)C2C=CC=CC=2)C=CC=CC=1.CC(OC(/N=N/C(OC(C)C)=O)=O)C. (3) Given the product [CH3:1][N:2]([CH3:23])[CH2:3][CH2:4][O:5][CH:6]1[CH2:7][CH2:8][N:9]([C:12]([O:14][CH2:15][C:16]2[CH:17]=[CH:18][CH:19]=[CH:20][CH:21]=2)=[O:13])[CH2:10][CH2:11]1, predict the reactants needed to synthesize it. The reactants are: [CH3:1][N:2]([CH3:23])[C:3](=O)[CH2:4][O:5][CH:6]1[CH2:11][CH2:10][N:9]([C:12]([O:14][CH2:15][C:16]2[CH:21]=[CH:20][CH:19]=[CH:18][CH:17]=2)=[O:13])[CH2:8][CH2:7]1. (4) Given the product [C:16]([OH:21])(=[O:20])[C:17]([OH:19])=[O:18].[C:1]([O:5][C:6]([C@@H:8]1[C@H:12]2[CH2:13][CH2:14][CH2:15][C@H:11]2[CH2:10][NH:9]1)=[O:7])([CH3:4])([CH3:2])[CH3:3], predict the reactants needed to synthesize it. The reactants are: [C:1]([O:5][C:6]([C@@H:8]1[C@H:12]2[CH2:13][CH2:14][CH2:15][C@H:11]2[CH2:10][NH:9]1)=[O:7])([CH3:4])([CH3:3])[CH3:2].[C:16]([OH:21])(=[O:20])[C:17]([OH:19])=[O:18].C([O-])(=O)C([O-])=O. (5) Given the product [OH:1][C@:2]1([C:30]([F:35])([F:36])[C:31]([F:32])([F:33])[F:34])[C@:18]2([CH3:19])[C@H:5]([C@H:6]3[C:15]([C@@H:16]([C:20]4[CH:21]=[CH:22][C:23]([C@@H:26]([O:28][C:45](=[O:46])[C@@H:44]([NH:43][C:41]([O:40][CH2:37][CH:38]=[CH2:39])=[O:42])[CH3:48])[CH3:27])=[CH:24][CH:25]=4)[CH2:17]2)=[C:14]2[C:9](=[CH:10][C:11](=[O:29])[CH2:12][CH2:13]2)[CH2:8][CH2:7]3)[CH2:4][CH2:3]1, predict the reactants needed to synthesize it. The reactants are: [OH:1][C@:2]1([C:30]([F:36])([F:35])[C:31]([F:34])([F:33])[F:32])[C@:18]2([CH3:19])[C@H:5]([C@H:6]3[C:15]([C@@H:16]([C:20]4[CH:25]=[CH:24][C:23]([C@@H:26]([OH:28])[CH3:27])=[CH:22][CH:21]=4)[CH2:17]2)=[C:14]2[C:9](=[CH:10][C:11](=[O:29])[CH2:12][CH2:13]2)[CH2:8][CH2:7]3)[CH2:4][CH2:3]1.[CH2:37]([O:40][C:41]([NH:43][C@@H:44]([CH3:48])[C:45](O)=[O:46])=[O:42])[CH:38]=[CH2:39]. (6) Given the product [CH3:34][O:31][C:28](=[O:29])[C:19]1[CH:24]=[CH:23][C:22]([C:2]2[O:6][C:5]([CH:7]([N:9]3[CH2:14][CH2:13][O:12][CH2:11][CH2:10]3)[CH3:8])=[CH:4][CH:3]=2)=[CH:21][CH:20]=1, predict the reactants needed to synthesize it. The reactants are: Br[C:2]1[O:6][C:5]([CH:7]([N:9]2[CH2:14][CH2:13][O:12][CH2:11][CH2:10]2)[CH3:8])=[CH:4][CH:3]=1.C(C[C:19]1[CH:24]=[CH:23][C:22](B(O)O)=[CH:21][CH:20]=1)(O)=O.[C:28]([O-:31])([O-])=[O:29].[Na+].[Na+].[C:34]1(C)C=CC=CC=1.